Dataset: Forward reaction prediction with 1.9M reactions from USPTO patents (1976-2016). Task: Predict the product of the given reaction. (1) Given the reactants [C:1]([C:4]1[N:9]=[C:8]([C:10]2[CH:15]=[CH:14][C:13]([C:16]3[CH:21]=[CH:20][C:19]([CH2:22][C:23]([O:25][CH3:26])=[O:24])=[CH:18][C:17]=3[Cl:27])=[C:12]([F:28])[CH:11]=2)[C:7]([CH3:29])=[N:6][C:5]=1[CH3:30])(=[O:3])[NH2:2].[C:31](=O)([O-])[O-:32].[K+].[K+].C=O.Cl, predict the reaction product. The product is: [C:1]([C:4]1[N:9]=[C:8]([C:10]2[CH:15]=[CH:14][C:13]([C:16]3[CH:21]=[CH:20][C:19]([CH:22]([CH2:31][OH:32])[C:23]([O:25][CH3:26])=[O:24])=[CH:18][C:17]=3[Cl:27])=[C:12]([F:28])[CH:11]=2)[C:7]([CH3:29])=[N:6][C:5]=1[CH3:30])(=[O:3])[NH2:2]. (2) Given the reactants [CH3:1][O:2][C:3]1[CH:4]=[C:5]([C:13]2[CH:18]=[C:17]([CH2:19][N:20]3[CH2:25][CH2:24][C:23](=O)[CH2:22][CH2:21]3)[CH:16]=[CH:15][N:14]=2)[CH:6]=[C:7]([O:11][CH3:12])[C:8]=1[O:9][CH3:10].[CH3:27][O:28][C:29]1[CH:30]=[C:31]([CH:33]=[C:34]([O:36][CH3:37])[CH:35]=1)[NH2:32], predict the reaction product. The product is: [CH3:37][O:36][C:34]1[CH:33]=[C:31]([NH:32][CH:23]2[CH2:22][CH2:21][N:20]([CH2:19][C:17]3[CH:16]=[CH:15][N:14]=[C:13]([C:5]4[CH:4]=[C:3]([O:2][CH3:1])[C:8]([O:9][CH3:10])=[C:7]([O:11][CH3:12])[CH:6]=4)[CH:18]=3)[CH2:25][CH2:24]2)[CH:30]=[C:29]([O:28][CH3:27])[CH:35]=1.